This data is from Reaction yield outcomes from USPTO patents with 853,638 reactions. The task is: Predict the reaction yield, written as a fraction of the theoretical maximum amount of product (1.0 means a 100% yield; for example, 0.34 means a 34% yield). (1) The reactants are O[CH2:2][C:3]1[C:8]2[C:9]([O:31][CH3:32])=[N:10][N:11]([C:12]([C:25]3[CH:30]=[CH:29][CH:28]=[CH:27][CH:26]=3)([C:19]3[CH:24]=[CH:23][CH:22]=[CH:21][CH:20]=3)[C:13]3[CH:18]=[CH:17][CH:16]=[CH:15][CH:14]=3)[C:7]=2[CH:6]=[C:5]([NH:33][C:34]([NH:36][C@@H:37]([C:39]2[CH:44]=[CH:43][CH:42]=[CH:41][CH:40]=2)[CH3:38])=[O:35])[N:4]=1.S(Cl)([Cl:47])=O. The catalyst is C(Cl)Cl. The product is [Cl:47][CH2:2][C:3]1[C:8]2[C:9]([O:31][CH3:32])=[N:10][N:11]([C:12]([C:25]3[CH:30]=[CH:29][CH:28]=[CH:27][CH:26]=3)([C:19]3[CH:24]=[CH:23][CH:22]=[CH:21][CH:20]=3)[C:13]3[CH:18]=[CH:17][CH:16]=[CH:15][CH:14]=3)[C:7]=2[CH:6]=[C:5]([NH:33][C:34]([NH:36][C@@H:37]([C:39]2[CH:44]=[CH:43][CH:42]=[CH:41][CH:40]=2)[CH3:38])=[O:35])[N:4]=1. The yield is 0.490. (2) The reactants are [Cl:1][C:2]1[CH:3]=[CH:4][C:5]([F:28])=[C:6]([NH:8][C:9]2[CH:14]=[C:13]([NH:15][CH2:16][CH:17]([N:19]3[CH2:24][CH2:23][O:22][CH2:21][CH2:20]3)[CH3:18])[N:12]3[N:25]=[CH:26][CH:27]=[C:11]3[N:10]=2)[CH:7]=1.P(Cl)(Cl)(Cl)=O.CN([CH:37]=[O:38])C. No catalyst specified. The product is [Cl:1][C:2]1[CH:3]=[CH:4][C:5]([F:28])=[C:6]([NH:8][C:9]2[CH:14]=[C:13]([NH:15][CH2:16][CH:17]([N:19]3[CH2:20][CH2:21][O:22][CH2:23][CH2:24]3)[CH3:18])[N:12]3[N:25]=[CH:26][C:27]([CH:37]=[O:38])=[C:11]3[N:10]=2)[CH:7]=1. The yield is 0.410. (3) The reactants are [Cl:1][C:2]1[CH:3]=[C:4]2[C:9](=[CH:10][C:11]=1[O:12][C:13]1[CH:18]=[CH:17][C:16]([C:19](=[O:31])[NH:20][CH:21]3[CH2:24][CH:23]([C:25]4[CH:30]=[CH:29][CH:28]=[CH:27][CH:26]=4)[CH2:22]3)=[CH:15][CH:14]=1)[O:8][CH2:7][CH2:6][CH:5]2[C:32]([OH:34])=[O:33].C[O-].[Na+:37]. The catalyst is CO. The product is [Cl:1][C:2]1[CH:3]=[C:4]2[C:9](=[CH:10][C:11]=1[O:12][C:13]1[CH:14]=[CH:15][C:16]([C:19](=[O:31])[NH:20][CH:21]3[CH2:22][CH:23]([C:25]4[CH:30]=[CH:29][CH:28]=[CH:27][CH:26]=4)[CH2:24]3)=[CH:17][CH:18]=1)[O:8][CH2:7][CH2:6][CH:5]2[C:32]([O-:34])=[O:33].[Na+:37]. The yield is 0.999. (4) The reactants are [C:1]([C:3]1[C:12]2[C:7](=[CH:8][CH:9]=[CH:10][CH:11]=2)[C:6](F)=[CH:5][CH:4]=1)#[N:2].[CH3:14][O:15][C:16](=[O:22])[C@@H:17]1[CH2:21][CH2:20][CH2:19][NH:18]1. No catalyst specified. The product is [CH3:14][O:15][C:16]([C@@H:17]1[CH2:21][CH2:20][CH2:19][N:18]1[C:6]1[C:7]2[C:12](=[CH:11][CH:10]=[CH:9][CH:8]=2)[C:3]([C:1]#[N:2])=[CH:4][CH:5]=1)=[O:22]. The yield is 0.0170. (5) The reactants are [Cl-].O[NH3+:3].[C:4](=[O:7])([O-])[OH:5].[Na+].CS(C)=O.[O:13]1[C:17]2[CH:18]=[CH:19][C:20]([N:22]3[C:27](=[O:28])[C:26]([CH2:29][C:30]4[CH:35]=[CH:34][C:33]([C:36]5[C:37]([C:42]#[N:43])=[CH:38][CH:39]=[CH:40][CH:41]=5)=[CH:32][CH:31]=4)=[C:25]([O:44][CH2:45][CH3:46])[N:24]=[C:23]3[CH3:47])=[CH:21][C:16]=2[CH2:15][CH2:14]1. The catalyst is C(OCC)(=O)C. The product is [O:13]1[C:17]2[CH:18]=[CH:19][C:20]([N:22]3[C:27](=[O:28])[C:26]([CH2:29][C:30]4[CH:35]=[CH:34][C:33]([C:36]5[CH:41]=[CH:40][CH:39]=[CH:38][C:37]=5[C:42]5[NH:3][C:4](=[O:7])[O:5][N:43]=5)=[CH:32][CH:31]=4)=[C:25]([O:44][CH2:45][CH3:46])[N:24]=[C:23]3[CH3:47])=[CH:21][C:16]=2[CH2:15][CH2:14]1. The yield is 0.350. (6) The reactants are [F:1][C:2]1[CH:25]=[C:24]([F:26])[CH:23]=[CH:22][C:3]=1[CH2:4][N:5]1[C:9]2=[CH:10][N:11]=[C:12]([C:14]([O:16][CH3:17])=[O:15])[CH:13]=[C:8]2[C:7]([CH2:18]N(C)C)=[CH:6]1.ClC(OCC)=O.[C:33]1([SH:39])[CH:38]=[CH:37][CH:36]=[CH:35][CH:34]=1.C(N(C(C)C)CC)(C)C. The catalyst is C(Cl)Cl.CN(C=O)C. The product is [F:1][C:2]1[CH:25]=[C:24]([F:26])[CH:23]=[CH:22][C:3]=1[CH2:4][N:5]1[C:9]2=[CH:10][N:11]=[C:12]([C:14]([O:16][CH3:17])=[O:15])[CH:13]=[C:8]2[C:7]([CH2:18][S:39][C:33]2[CH:38]=[CH:37][CH:36]=[CH:35][CH:34]=2)=[CH:6]1. The yield is 0.400. (7) The reactants are [C:1]([O:4][CH2:5][C:6]1[C:11]([F:12])=[CH:10][C:9](N)=[CH:8][C:7]=1[Cl:14])(=[O:3])[CH3:2].[N:15]([O-])=O.[Na+].[O-:19][S:20]([O-:22])=O.[Na+].[Na+]. The catalyst is CN(C=O)C.Cl. The product is [C:1]([O:4][CH2:5][C:6]1[C:11]([F:12])=[CH:10][C:9]([S:20](=[O:22])(=[O:19])[NH2:15])=[CH:8][C:7]=1[Cl:14])(=[O:3])[CH3:2]. The yield is 0.150. (8) The reactants are C(OC([N:8]1[CH2:12][CH2:11][CH:10]([OH:13])[CH2:9]1)=O)(C)(C)C.CC(C)([O-])C.[K+].[F:20][C:21]1[CH:28]=[CH:27][C:24]([CH2:25]Br)=[CH:23][CH:22]=1. The catalyst is CN(C=O)C.CCOC(C)=O. The product is [F:20][C:21]1[CH:28]=[CH:27][C:24]([CH2:25][O:13][CH:10]2[CH2:11][CH2:12][NH:8][CH2:9]2)=[CH:23][CH:22]=1. The yield is 0.620.